This data is from Forward reaction prediction with 1.9M reactions from USPTO patents (1976-2016). The task is: Predict the product of the given reaction. (1) Given the reactants [Cl:1][C:2]1[CH:7]=[CH:6][C:5]([Mg]Br)=[CH:4][CH:3]=1.[CH:10]([N:23]1[CH2:26][C:25](=[O:27])[CH2:24]1)([C:17]1[CH:22]=[CH:21][CH:20]=[CH:19][CH:18]=1)[C:11]1[CH:16]=[CH:15][CH:14]=[CH:13][CH:12]=1.[Na+].[Cl-], predict the reaction product. The product is: [CH:10]([N:23]1[CH2:26][C:25]([C:5]2[CH:6]=[CH:7][C:2]([Cl:1])=[CH:3][CH:4]=2)([OH:27])[CH2:24]1)([C:17]1[CH:22]=[CH:21][CH:20]=[CH:19][CH:18]=1)[C:11]1[CH:12]=[CH:13][CH:14]=[CH:15][CH:16]=1. (2) Given the reactants C(N1CCNC1=NC#N)C1C=CC=CC=1.[CH2:16]([N:23]1[CH2:27][CH2:26][NH:25][S:24]1(=[O:29])=[O:28])[C:17]1[CH:22]=[CH:21][CH:20]=[CH:19][CH:18]=1.Br[C:31]1[S:32][C:33]([C:37]([NH:39][CH2:40][C:41]2[CH:42]=[N:43][CH:44]=[CH:45][CH:46]=2)=[O:38])=[C:34]([CH3:36])[N:35]=1, predict the reaction product. The product is: [CH2:16]([N:23]1[S:24](=[O:29])(=[O:28])[N:25]([C:31]2[S:32][C:33]([C:37]([NH:39][CH2:40][C:41]3[CH:42]=[N:43][CH:44]=[CH:45][CH:46]=3)=[O:38])=[C:34]([CH3:36])[N:35]=2)[CH2:26][CH2:27]1)[C:17]1[CH:22]=[CH:21][CH:20]=[CH:19][CH:18]=1. (3) Given the reactants C([O:4][C@H:5]([CH3:26])[CH2:6][CH2:7][CH2:8][CH2:9][N:10]1[C:15](=[O:16])[C:14]2[C:17]([NH:22][CH3:23])=[CH:18][C:19]([CH3:21])=[N:20][C:13]=2[N:12]([CH3:24])[C:11]1=[O:25])(=O)C.[OH-].[K+], predict the reaction product. The product is: [CH3:24][N:12]1[C:13]2[N:20]=[C:19]([CH3:21])[CH:18]=[C:17]([NH:22][CH3:23])[C:14]=2[C:15](=[O:16])[N:10]([CH2:9][CH2:8][CH2:7][CH2:6][C@H:5]([OH:4])[CH3:26])[C:11]1=[O:25]. (4) Given the reactants [OH:1][C:2]1[CH:3]=[C:4]([NH:8][C:9](=[O:15])[O:10][C:11]([CH3:14])([CH3:13])[CH3:12])[CH:5]=[CH:6][CH:7]=1.C(=O)([O-])[O-].[K+].[K+].FC(F)(F)S(O[CH2:28][C:29]([F:32])([F:31])[F:30])(=O)=O, predict the reaction product. The product is: [F:30][C:29]([F:32])([F:31])[CH2:28][O:1][C:2]1[CH:3]=[C:4]([NH:8][C:9](=[O:15])[O:10][C:11]([CH3:12])([CH3:14])[CH3:13])[CH:5]=[CH:6][CH:7]=1. (5) Given the reactants S([CH2:11][N+:12]#[C-:13])(C1C=CC(C)=CC=1)(=O)=O.[N:14]1([CH2:19][CH2:20][CH2:21][O:22][C:23]2[CH:28]=[CH:27][C:26]([C:29]3([CH:35]=[O:36])[CH2:34][CH2:33][O:32][CH2:31][CH2:30]3)=[CH:25][CH:24]=2)[CH2:18][CH2:17][CH2:16][CH2:15]1.C(=O)([O-])[O-].[K+].[K+], predict the reaction product. The product is: [N:14]1([CH2:19][CH2:20][CH2:21][O:22][C:23]2[CH:28]=[CH:27][C:26]([C:29]3([C:35]4[O:36][CH:13]=[N:12][CH:11]=4)[CH2:30][CH2:31][O:32][CH2:33][CH2:34]3)=[CH:25][CH:24]=2)[CH2:18][CH2:17][CH2:16][CH2:15]1. (6) Given the reactants [F:1][C:2]1[CH:16]=[CH:15][C:5]([CH2:6][CH:7]([C:12]([CH3:14])=[O:13])[C:8]([O:10][CH3:11])=[O:9])=[CH:4][CH:3]=1.[F:17]C1C=C(F)C=CC=1CBr, predict the reaction product. The product is: [F:17][C:4]1[CH:3]=[C:2]([F:1])[CH:16]=[CH:15][C:5]=1[CH2:6][CH:7]([C:12]([CH3:14])=[O:13])[C:8]([O:10][CH3:11])=[O:9]. (7) Given the reactants C[O:2][C:3](=[O:13])[C:4]1[CH:9]=[C:8]([Cl:10])[N:7]=[C:6]([Cl:11])[C:5]=1[NH2:12].O.[OH-].[K+].Cl, predict the reaction product. The product is: [NH2:12][C:5]1[C:6]([Cl:11])=[N:7][C:8]([Cl:10])=[CH:9][C:4]=1[C:3]([OH:13])=[O:2]. (8) The product is: [NH2:20][C:21]1[CH:26]=[CH:25][CH:24]=[CH:23][C:22]=1[C:2]1[CH:7]=[CH:6][N:5]=[C:4]([C@@H:8]([NH:12][C:13](=[O:19])[O:14][C:15]([CH3:18])([CH3:17])[CH3:16])[CH2:9][CH:10]=[CH2:11])[CH:3]=1. Given the reactants Cl[C:2]1[CH:7]=[CH:6][N:5]=[C:4]([C@@H:8]([NH:12][C:13](=[O:19])[O:14][C:15]([CH3:18])([CH3:17])[CH3:16])[CH2:9][CH:10]=[CH2:11])[CH:3]=1.[NH2:20][C:21]1[CH:26]=[CH:25][CH:24]=[CH:23][C:22]=1B(O)O.O.P(=O)(O)(O)O.[K], predict the reaction product. (9) Given the reactants Br[C:2]1[O:6][C:5]([CH2:7][O:8][CH3:9])=[C:4]([C:10]([O:12][CH3:13])=[O:11])[CH:3]=1.[F:14][C:15]1[CH:20]=[CH:19][C:18](B(O)O)=[C:17]([CH3:24])[CH:16]=1.C(=O)([O-])[O-].[Na+].[Na+].COCCOC, predict the reaction product. The product is: [F:14][C:15]1[CH:20]=[CH:19][C:18]([C:2]2[O:6][C:5]([CH2:7][O:8][CH3:9])=[C:4]([C:10]([O:12][CH3:13])=[O:11])[CH:3]=2)=[C:17]([CH3:24])[CH:16]=1.